This data is from Full USPTO retrosynthesis dataset with 1.9M reactions from patents (1976-2016). The task is: Predict the reactants needed to synthesize the given product. (1) The reactants are: [C:1]([O:9][CH2:10][C@@H:11]1[C@@H:15]([O:16][C:17](=[O:24])[C:18]2[CH:23]=[CH:22][CH:21]=[CH:20][CH:19]=2)[C@@H:14]([OH:25])[C@:13]([C:34]#[N:35])([N:26]2[CH:31]=[CH:30][C:29](=[O:32])[NH:28][C:27]2=[O:33])[O:12]1)(=[O:8])[C:2]1[CH:7]=[CH:6][CH:5]=[CH:4][CH:3]=1.[S:36](Cl)([CH3:39])(=[O:38])=[O:37]. Given the product [C:1]([O:9][CH2:10][C@@H:11]1[C@@H:15]([O:16][C:17](=[O:24])[C:18]2[CH:19]=[CH:20][CH:21]=[CH:22][CH:23]=2)[C@@H:14]([O:25][S:36]([CH3:39])(=[O:38])=[O:37])[C@:13]([C:34]#[N:35])([N:26]2[CH:31]=[CH:30][C:29](=[O:32])[NH:28][C:27]2=[O:33])[O:12]1)(=[O:8])[C:2]1[CH:7]=[CH:6][CH:5]=[CH:4][CH:3]=1, predict the reactants needed to synthesize it. (2) Given the product [Cl:20][C:17]1[CH:18]=[CH:19][C:14]([S:13][C:12]2[N:11]([CH3:21])[C:10]([C:22]3[CH:27]=[CH:26][CH:25]=[CH:24][N:23]=3)=[N:9][C:8]=2[C:5]2[CH:6]=[CH:7][C:2]([NH2:33])=[CH:3][CH:4]=2)=[CH:15][CH:16]=1, predict the reactants needed to synthesize it. The reactants are: Br[C:2]1[CH:7]=[CH:6][C:5]([C:8]2[N:9]=[C:10]([C:22]3[CH:27]=[CH:26][CH:25]=[CH:24][N:23]=3)[N:11]([CH3:21])[C:12]=2[S:13][C:14]2[CH:19]=[CH:18][C:17]([Cl:20])=[CH:16][CH:15]=2)=[CH:4][CH:3]=1.[Li+].C[Si]([N-:33][Si](C)(C)C)(C)C.